From a dataset of Catalyst prediction with 721,799 reactions and 888 catalyst types from USPTO. Predict which catalyst facilitates the given reaction. Reactant: CS(O[CH2:6][C:7]1[C:12]([CH2:13]OS(C)(=O)=O)=[CH:11][C:10]([Br:19])=[CH:9][N:8]=1)(=O)=O.[CH3:20][Si:21]([CH3:37])([CH3:36])[CH2:22][CH2:23][O:24][CH2:25][N:26]1[C:30]2=[N:31][CH:32]=[CH:33][CH:34]=[C:29]2[CH2:28][C:27]1=[O:35].C(=O)([O-])[O-].[Cs+].[Cs+]. Product: [Br:19][C:10]1[CH:11]=[C:12]2[CH2:13][C:28]3([C:29]4[C:30](=[N:31][CH:32]=[CH:33][CH:34]=4)[N:26]([CH2:25][O:24][CH2:23][CH2:22][Si:21]([CH3:36])([CH3:20])[CH3:37])[C:27]3=[O:35])[CH2:6][C:7]2=[N:8][CH:9]=1. The catalyst class is: 8.